Dataset: Reaction yield outcomes from USPTO patents with 853,638 reactions. Task: Predict the reaction yield, written as a fraction of the theoretical maximum amount of product (1.0 means a 100% yield; for example, 0.34 means a 34% yield). The reactants are [NH2:1][CH2:2][CH:3]1[CH2:8][CH2:7][CH2:6][N:5]([C:9]2[CH:10]=[C:11]([CH:16]=[CH:17][CH:18]=2)[C:12]([O:14][CH3:15])=[O:13])[CH2:4]1.[Cl:19][C:20]1[CH:25]=[CH:24][C:23]([C:26]2[CH:31]=[CH:30][C:29]([C:32](O)=[O:33])=[CH:28][CH:27]=2)=[CH:22][CH:21]=1. No catalyst specified. The product is [Cl:19][C:20]1[CH:21]=[CH:22][C:23]([C:26]2[CH:31]=[CH:30][C:29]([C:32]([NH:1][CH2:2][CH:3]3[CH2:8][CH2:7][CH2:6][N:5]([C:9]4[CH:10]=[C:11]([CH:16]=[CH:17][CH:18]=4)[C:12]([O:14][CH3:15])=[O:13])[CH2:4]3)=[O:33])=[CH:28][CH:27]=2)=[CH:24][CH:25]=1. The yield is 0.820.